This data is from Reaction yield outcomes from USPTO patents with 853,638 reactions. The task is: Predict the reaction yield, written as a fraction of the theoretical maximum amount of product (1.0 means a 100% yield; for example, 0.34 means a 34% yield). The reactants are C([O:8][C:9]1[CH:29]=[C:28]([CH2:30][CH3:31])[CH:27]=[CH:26][C:10]=1[O:11][C:12]1[CH:17]=[CH:16][C:15]([S:18]([NH:21][CH2:22][CH2:23][CH3:24])(=[O:20])=[O:19])=[CH:14][C:13]=1[F:25])C1C=CC=CC=1.O1CCCC1. The catalyst is C(O)C. The product is [CH2:30]([C:28]1[CH:27]=[CH:26][C:10]([O:11][C:12]2[CH:17]=[CH:16][C:15]([S:18]([NH:21][CH2:22][CH2:23][CH3:24])(=[O:20])=[O:19])=[CH:14][C:13]=2[F:25])=[C:9]([OH:8])[CH:29]=1)[CH3:31]. The yield is 0.620.